Dataset: Catalyst prediction with 721,799 reactions and 888 catalyst types from USPTO. Task: Predict which catalyst facilitates the given reaction. Reactant: [OH-].[K+].Cl.NO.[CH3:6][N:7]([CH3:23])[C:8]([C:10]1[N:11]([CH3:22])[N:12]=[C:13]([N:15]2C(C)=CC=C2C)[CH:14]=1)=[O:9]. Product: [CH3:6][N:7]([CH3:23])[C:8]([C:10]1[N:11]([CH3:22])[N:12]=[C:13]([NH2:15])[CH:14]=1)=[O:9]. The catalyst class is: 97.